From a dataset of Catalyst prediction with 721,799 reactions and 888 catalyst types from USPTO. Predict which catalyst facilitates the given reaction. (1) Reactant: [NH2:1][CH:2]1[CH2:7][CH2:6][N:5]([CH2:8][CH:9]2[CH2:18][CH2:17][C:16]3[C:11]4=[C:12]([CH:20]=[CH:21][C:22](=[O:23])[N:10]24)[CH:13]=[CH:14][C:15]=3[F:19])[CH2:4][CH2:3]1.[N:24]1[C:29]2[O:30][CH2:31][CH2:32][O:33][C:28]=2[CH:27]=[C:26]([CH:34]=O)[N:25]=1.C(Cl)(Cl)[Cl:37]. Product: [NH3:1].[CH3:22][OH:23].[ClH:37].[ClH:37].[N:24]1[C:29]2[O:30][CH2:31][CH2:32][O:33][C:28]=2[CH:27]=[C:26]([CH2:34][NH:1][CH:2]2[CH2:7][CH2:6][N:5]([CH2:8][CH:9]3[CH2:18][CH2:17][C:16]4[C:11]5=[C:12]([CH:20]=[CH:21][C:22](=[O:23])[N:10]35)[CH:13]=[CH:14][C:15]=4[F:19])[CH2:4][CH2:3]2)[N:25]=1. The catalyst class is: 130. (2) Reactant: [F:1][C:2]([F:7])([F:6])[C:3]([OH:5])=[O:4].C(OC([N:15]1[CH2:20][CH2:19][CH:18]([N:21]2[C:25]3=[N:26][CH:27]=[N:28][C:29]([O:30][C:31]4[CH:36]=[CH:35][C:34]([S:37]([CH3:40])(=[O:39])=[O:38])=[CH:33][C:32]=4[F:41])=[C:24]3[CH:23]=[N:22]2)[CH2:17][CH2:16]1)=O)(C)(C)C.CO.ClCCl. Product: [F:1][C:2]([F:7])([F:6])[C:3]([OH:5])=[O:4].[F:41][C:32]1[CH:33]=[C:34]([S:37]([CH3:40])(=[O:39])=[O:38])[CH:35]=[CH:36][C:31]=1[O:30][C:29]1[N:28]=[CH:27][N:26]=[C:25]2[N:21]([CH:18]3[CH2:17][CH2:16][NH:15][CH2:20][CH2:19]3)[N:22]=[CH:23][C:24]=12. The catalyst class is: 4. (3) Reactant: N[C@H]1C(C)(C)[N:4]([CH:8]([Si:13]([CH3:16])([CH3:15])[CH3:14])[Si:9]([CH3:12])([CH3:11])[CH3:10])[C:3]1=[O:17].CCN(C(C)C)C(C)C.C1(C2C=CC([C:39]3C=[CH:43][N:42]([C:45]([O-:47])=[O:46])[C:41](=O)[C:40]=3[CH3:49])=CC=2)CCCCC1.[CH:50]1([C:56]2[CH:61]=[CH:60][C:59](CO)=[CH:58][CH:57]=2)[CH2:55][CH2:54][CH2:53][CH2:52][CH2:51]1. Product: [CH:50]1([C:56]2[CH:57]=[CH:58][C:59]([O:47][C:45](=[O:46])[N:42]([CH3:43])[C@@H:41]3[C:3](=[O:17])[N:4]([CH:8]([Si:9]([CH3:12])([CH3:11])[CH3:10])[Si:13]([CH3:15])([CH3:14])[CH3:16])[C:40]3([CH3:49])[CH3:39])=[CH:60][CH:61]=2)[CH2:51][CH2:52][CH2:53][CH2:54][CH2:55]1. The catalyst class is: 2. (4) Reactant: [OH:1][C:2]1[CH:25]=[CH:24][C:5]2[C:6]([CH2:9][CH2:10][CH:11]3[CH2:16][CH2:15][N:14]([C:17]([O:19][C:20]([CH3:23])([CH3:22])[CH3:21])=[O:18])[CH2:13][CH2:12]3)=[N:7][O:8][C:4]=2[C:3]=1[CH2:26][OH:27].FC(F)(F)S(O[CH2:34][C:35]([F:38])([F:37])[F:36])(=O)=O.C(=O)([O-])[O-].[K+].[K+].O. Product: [OH:27][CH2:26][C:3]1[C:4]2[O:8][N:7]=[C:6]([CH2:9][CH2:10][CH:11]3[CH2:16][CH2:15][N:14]([C:17]([O:19][C:20]([CH3:23])([CH3:22])[CH3:21])=[O:18])[CH2:13][CH2:12]3)[C:5]=2[CH:24]=[CH:25][C:2]=1[O:1][CH2:34][C:35]([F:38])([F:37])[F:36]. The catalyst class is: 9. (5) Reactant: [F:1][C:2]1[C:7]([F:8])=[CH:6][CH:5]=[CH:4][C:3]=1[C@H:9]1[CH2:19][CH2:18][C@H:17]([OH:20])[C:12]2=[N:13][CH:14]=[CH:15][CH:16]=[C:11]2[CH2:10]1.FC1C(F)=CC=CC=1[C@H]1CC[C@@H](O)C2=NC=CC=C2C1. Product: [F:1][C:2]1[C:7]([F:8])=[CH:6][CH:5]=[CH:4][C:3]=1[C:9]1=[CH:10][C:11]2[C:12]([CH:17]([OH:20])[CH2:18][CH2:19]1)=[N:13][CH:14]=[CH:15][CH:16]=2. The catalyst class is: 5. (6) Reactant: [OH-:1].[Na+].CN(C(N=NC(N(C)C)=O)=O)C.Cl.[NH2:16]O.[C:18]1([P:24](Cl)([C:26]2[CH:31]=[CH:30][CH:29]=[CH:28][CH:27]=2)=[O:25])[CH:23]=[CH:22][CH:21]=[CH:20][CH:19]=1. Product: [NH2:16][O:25][P:24](=[O:1])([C:26]1[CH:31]=[CH:30][CH:29]=[CH:28][CH:27]=1)[C:18]1[CH:23]=[CH:22][CH:21]=[CH:20][CH:19]=1. The catalyst class is: 127.